This data is from Full USPTO retrosynthesis dataset with 1.9M reactions from patents (1976-2016). The task is: Predict the reactants needed to synthesize the given product. Given the product [CH3:1][O:2][C:3]([C:5]1[CH:10]=[N:9][C:8]([Br:29])=[C:7]([C:12]2[CH:17]=[CH:16][C:15]([F:18])=[CH:14][CH:13]=2)[N:6]=1)=[O:4], predict the reactants needed to synthesize it. The reactants are: [CH3:1][O:2][C:3]([C:5]1[CH:10]=[N:9][C:8](N)=[C:7]([C:12]2[CH:17]=[CH:16][C:15]([F:18])=[CH:14][CH:13]=2)[N:6]=1)=[O:4].N(OCCC(C)C)=O.C[Si](C)(C)[Br:29].C(=O)(O)[O-].[Na+].